Dataset: Full USPTO retrosynthesis dataset with 1.9M reactions from patents (1976-2016). Task: Predict the reactants needed to synthesize the given product. (1) Given the product [Cl:22][C:23]1[C:28]([C:7]2[CH:8]=[C:3]([S:2][CH3:1])[N:4]=[CH:5][N:6]=2)=[N:27][CH:26]=[CH:25][N:24]=1, predict the reactants needed to synthesize it. The reactants are: [CH3:1][S:2][C:3]1[CH:8]=[C:7]([Sn](CCCC)(CCCC)CCCC)[N:6]=[CH:5][N:4]=1.[Cl:22][C:23]1[C:28](Cl)=[N:27][CH:26]=[CH:25][N:24]=1.C1(P(C2C=CC=CC=2)C2C=CC=CC=2)C=CC=CC=1. (2) Given the product [O:1]([CH2:8][CH2:9][CH2:10][CH2:11][CH2:12][C:13]1[CH:14]=[CH:15][C:16]([CH2:19][CH2:20][CH2:21][OH:22])=[CH:17][CH:18]=1)[C:2]1[CH:7]=[CH:6][CH:5]=[CH:4][CH:3]=1, predict the reactants needed to synthesize it. The reactants are: [O:1]([CH2:8][CH2:9][CH2:10][CH:11]=[CH:12][C:13]1[CH:18]=[CH:17][C:16](/[CH:19]=[CH:20]/[CH2:21][OH:22])=[CH:15][CH:14]=1)[C:2]1[CH:7]=[CH:6][CH:5]=[CH:4][CH:3]=1.[H][H]. (3) The reactants are: Cl[S:2]([N:5]=[C:6]=[O:7])(=[O:4])=[O:3].[CH2:8]([OH:15])[C:9]1[CH:14]=[CH:13][CH:12]=[CH:11][CH:10]=1.Cl.[NH2:17][CH:18]([C:27](=[O:33])[N:28]1[CH2:32][CH2:31][CH2:30][CH2:29]1)[CH2:19][CH2:20][CH2:21]CS(N)(=O)=O.C([N:36](CC)CC)C. Given the product [NH2:17][C@H:18]([C:27](=[O:33])[N:28]1[CH2:32][CH2:31][CH2:30][CH2:29]1)[CH2:19][CH2:20][CH2:21][NH:36][S:2]([NH:5][C:6]([O:15][CH2:8][C:9]1[CH:14]=[CH:13][CH:12]=[CH:11][CH:10]=1)=[O:7])(=[O:4])=[O:3], predict the reactants needed to synthesize it. (4) Given the product [CH3:1][O:2][C:3]([C@H:5]1[CH2:10][CH2:9][CH2:8][CH2:7][C@H:6]1[NH:11][CH2:17][C:16]1[CH:19]=[CH:20][C:13]([F:12])=[CH:14][CH:15]=1)=[O:4], predict the reactants needed to synthesize it. The reactants are: [CH3:1][O:2][C:3]([C@H:5]1[CH2:10][CH2:9][CH2:8][CH2:7][C@H:6]1[NH2:11])=[O:4].[F:12][C:13]1[CH:20]=[CH:19][C:16]([CH:17]=O)=[CH:15][CH:14]=1.C(O)(=O)C.C([BH3-])#N.[Na+]. (5) The reactants are: [C:1]([C:4]1([NH:10][S:11]([CH2:14][C:15]2[CH:20]=[CH:19][C:18]([Cl:21])=[CH:17][CH:16]=2)(=O)=O)[CH2:9][CH2:8][CH2:7][CH2:6][CH2:5]1)(=O)[CH3:2].[H-].[Na+].O. Given the product [Cl:21][C:18]1[CH:19]=[CH:20][C:15]([C:14]2[S:11][NH:10][C:4]3([CH2:9][CH2:8][CH2:7][CH2:6][CH2:5]3)[C:1]=2[CH3:2])=[CH:16][CH:17]=1, predict the reactants needed to synthesize it.